Dataset: Catalyst prediction with 721,799 reactions and 888 catalyst types from USPTO. Task: Predict which catalyst facilitates the given reaction. (1) Reactant: C(OC(=O)[NH:7][C:8]1[CH:13]=[CH:12][C:11]([C:14]2[CH:19]=[CH:18][CH:17]=[C:16]([F:20])[C:15]=2[F:21])=[CH:10][C:9]=1[NH:22][C:23](=[O:38])[CH2:24][C:25](=O)[C:26]1[CH:31]=[CH:30][CH:29]=[C:28]([N:32]2[CH:36]=[CH:35][N:34]=[N:33]2)[CH:27]=1)(C)(C)C.C(O)(C(F)(F)F)=O. Product: [F:21][C:15]1[C:16]([F:20])=[CH:17][CH:18]=[CH:19][C:14]=1[C:11]1[CH:12]=[CH:13][C:8]2[N:7]=[C:25]([C:26]3[CH:31]=[CH:30][CH:29]=[C:28]([N:32]4[CH:36]=[CH:35][N:34]=[N:33]4)[CH:27]=3)[CH2:24][C:23](=[O:38])[NH:22][C:9]=2[CH:10]=1. The catalyst class is: 2. (2) Reactant: [NH2:1][C:2](=O)[C@@H:3]([NH:8][C:9](=[O:15])[O:10][C:11]([CH3:14])([CH3:13])[CH3:12])[CH2:4][CH:5]1[CH2:7][CH2:6]1.C(N(CC)CC)C.FC(F)(F)C(OC(=O)C(F)(F)F)=O. Product: [C:2]([C@@H:3]([NH:8][C:9](=[O:15])[O:10][C:11]([CH3:13])([CH3:12])[CH3:14])[CH2:4][CH:5]1[CH2:7][CH2:6]1)#[N:1]. The catalyst class is: 2. (3) Reactant: [CH:1]1([N:5]2[CH2:11][CH2:10][C:9]3[CH:12]=[CH:13][C:14]([OH:16])=[CH:15][C:8]=3[CH2:7][CH2:6]2)[CH2:4][CH2:3][CH2:2]1.C(=O)([O-])[O-].[K+].[K+].Br[CH2:24][CH2:25][CH2:26][Cl:27]. Product: [Cl:27][CH2:26][CH2:25][CH2:24][O:16][C:14]1[CH:13]=[CH:12][C:9]2[CH2:10][CH2:11][N:5]([CH:1]3[CH2:4][CH2:3][CH2:2]3)[CH2:6][CH2:7][C:8]=2[CH:15]=1. The catalyst class is: 21.